This data is from Catalyst prediction with 721,799 reactions and 888 catalyst types from USPTO. The task is: Predict which catalyst facilitates the given reaction. (1) Product: [C:1]1([C:7]#[C:8][C:9]2[CH2:13][C:12]3([CH2:18][CH2:17][NH:16][CH2:15][CH2:14]3)[O:11][N:10]=2)[CH:6]=[CH:5][CH:4]=[CH:3][CH:2]=1. Reactant: [C:1]1([C:7]#[C:8][C:9]2[CH2:13][C:12]3([CH2:18][CH2:17][N:16](C(OC(C)(C)C)=O)[CH2:15][CH2:14]3)[O:11][N:10]=2)[CH:6]=[CH:5][CH:4]=[CH:3][CH:2]=1.FC(F)(F)C(O)=O.O.[OH-].[Na+]. The catalyst class is: 2. (2) Reactant: C[O:2][C:3](=[O:30])[CH2:4][C:5]1[CH:10]=[CH:9][CH:8]=[C:7]([C:11]2[N:12]=[C:13](Cl)[C:14]3[C:15](=[CH:17][N:18](CC4C=CC(OC)=CC=4)[N:19]=3)[N:16]=2)[CH:6]=1.[CH3:31][N:32]1[CH2:37][CH2:36][N:35]([C:38]2[CH:44]=[CH:43][C:41]([NH2:42])=[CH:40][CH:39]=2)[CH2:34][CH2:33]1.Cl. Product: [CH3:31][N:32]1[CH2:33][CH2:34][N:35]([C:38]2[CH:44]=[CH:43][C:41]([NH:42][C:13]3[C:14]4[NH:19][N:18]=[CH:17][C:15]=4[N:16]=[C:11]([C:7]4[CH:6]=[C:5]([CH2:4][C:3]([OH:2])=[O:30])[CH:10]=[CH:9][CH:8]=4)[N:12]=3)=[CH:40][CH:39]=2)[CH2:36][CH2:37]1. The catalyst class is: 71. (3) Reactant: [F:1][C:2]1[CH:3]=[C:4]([C:8]2[CH:16]=[CH:15][CH:14]=[C:13]3[C:9]=2/[C:10](=[CH:18]/[C:19]2[NH:20]C(C)=[CH:22][C:23]=2[C:24](O)=[O:25])/[C:11](=[O:17])[NH:12]3)[CH:5]=[CH:6][CH:7]=1.[CH2:28](Cl)[CH2:29]Cl.[CH:32]1[CH:33]=[CH:34][C:35]2[N:40](O)N=[N:38][C:36]=2C=1. Product: [F:1][C:2]1[CH:3]=[C:4]([C:8]2[CH:16]=[CH:15][CH:14]=[C:13]3[C:9]=2/[C:10](=[CH:18]/[C:19]2[NH:20][C:28]([CH3:29])=[CH:22][C:23]=2[C:24]([N:40]2[CH2:32][CH2:33][CH2:34][C@@H:35]2[CH2:36][N:38]2[CH2:6][CH2:7][C@H:2]([F:1])[CH2:3]2)=[O:25])/[C:11](=[O:17])[NH:12]3)[CH:5]=[CH:6][CH:7]=1. The catalyst class is: 85.